From a dataset of Reaction yield outcomes from USPTO patents with 853,638 reactions. Predict the reaction yield, written as a fraction of the theoretical maximum amount of product (1.0 means a 100% yield; for example, 0.34 means a 34% yield). (1) The reactants are [CH2:1]([O:8][C:9]([NH:11][CH:12]([C:16]([CH3:19])([CH3:18])[CH3:17])[C:13]([OH:15])=O)=[O:10])[C:2]1[CH:7]=[CH:6][CH:5]=[CH:4][CH:3]=1.C1C=CC2N(O)N=NC=2C=1.C(Cl)CCl.[C:34]([O:38][C:39](=[O:45])[C@@H:40]1[CH2:44][CH2:43][CH2:42][NH:41]1)([CH3:37])([CH3:36])[CH3:35]. The catalyst is C(Cl)Cl.CN(C)C=O. The product is [C:34]([O:38][C:39]([CH:40]1[CH2:44][CH2:43][CH2:42][N:41]1[C:13](=[O:15])[CH:12]([NH:11][C:9]([O:8][CH2:1][C:2]1[CH:3]=[CH:4][CH:5]=[CH:6][CH:7]=1)=[O:10])[C:16]([CH3:19])([CH3:18])[CH3:17])=[O:45])([CH3:37])([CH3:35])[CH3:36]. The yield is 0.875. (2) The product is [F:35][C:32]1[CH:33]=[CH:34][C:29]([CH2:28][N:7]2[C:8]3[CH:9]=[N:10][C:11]4[C:12](=[O:27])[N:13]([OH:18])[CH2:14][CH2:15][C:16]=4[C:17]=3[C:5]([CH2:37][OH:38])=[CH:6]2)=[CH:30][CH:31]=1. The yield is 0.490. The reactants are CN(C[C:5]1[C:17]2[C:16]3[CH2:15][CH2:14][N:13]([O:18]COCC[Si](C)(C)C)[C:12](=[O:27])[C:11]=3[N:10]=[CH:9][C:8]=2[N:7]([CH2:28][C:29]2[CH:34]=[CH:33][C:32]([F:35])=[CH:31][CH:30]=2)[CH:6]=1)C.Cl[C:37](OC1C=CC=CC=1)=[O:38]. The catalyst is C(Cl)Cl.O. (3) The reactants are [CH2:1]([CH:3]1[CH2:8][N:7]([CH:9]2[CH2:12][O:11][CH2:10]2)[CH2:6][CH2:5][N:4]1[C:13]1[CH:14]=[CH:15][C:16]([NH:19][C:20]2[C:25](=[O:26])[N:24]([CH3:27])[CH:23]=[C:22]([C:28]3[C:33]([CH:34]=[O:35])=[C:32]([N:36]4[CH2:48][CH2:47][C:46]5[N:45]6[C:40]([CH2:41][CH2:42][CH2:43][CH2:44]6)=[CH:39][C:38]=5[C:37]4=[O:49])[N:31]=[CH:30][CH:29]=3)[CH:21]=2)=[N:17][CH:18]=1)[CH3:2].[BH4-].[Na+].O. The catalyst is CO. The product is [CH2:1]([C@H:3]1[CH2:8][N:7]([CH:9]2[CH2:10][O:11][CH2:12]2)[CH2:6][CH2:5][N:4]1[C:13]1[CH:14]=[CH:15][C:16]([NH:19][C:20]2[C:25](=[O:26])[N:24]([CH3:27])[CH:23]=[C:22]([C:28]3[CH:29]=[CH:30][N:31]=[C:32]([N:36]4[CH2:48][CH2:47][C:46]5[N:45]6[C:40]([CH2:41][CH2:42][CH2:43][CH2:44]6)=[CH:39][C:38]=5[C:37]4=[O:49])[C:33]=3[CH2:34][OH:35])[CH:21]=2)=[N:17][CH:18]=1)[CH3:2]. The yield is 0.810. (4) The reactants are [CH3:1][O:2][C:3]1[CH:4]=[C:5]2[C:10](=[CH:11][C:12]=1[O:13][CH2:14][CH2:15][CH2:16][N:17]1[CH2:22][CH2:21][O:20][CH2:19][CH2:18]1)[N:9]=[CH:8][NH:7][C:6]2=O.CN(C=O)C.S(Cl)([Cl:31])=O. No catalyst specified. The product is [Cl:31][C:6]1[C:5]2[C:10](=[CH:11][C:12]([O:13][CH2:14][CH2:15][CH2:16][N:17]3[CH2:22][CH2:21][O:20][CH2:19][CH2:18]3)=[C:3]([O:2][CH3:1])[CH:4]=2)[N:9]=[CH:8][N:7]=1. The yield is 0.520. (5) The reactants are Br[C:2]1[C:16]([CH2:17][CH3:18])=[CH:15][C:5]([O:6][CH2:7][O:8][CH2:9][CH2:10][Si:11]([CH3:14])([CH3:13])[CH3:12])=[C:4]([F:19])[CH:3]=1.[B:20]1([B:20]2[O:24][C:23]([CH3:26])([CH3:25])[C:22]([CH3:28])([CH3:27])[O:21]2)[O:24][C:23]([CH3:26])([CH3:25])[C:22]([CH3:28])([CH3:27])[O:21]1.CC([O-])=O.[K+]. The yield is 1.30. The catalyst is O1CCOCC1.C1C=CC(P(C2C=CC=CC=2)[C-]2C=CC=C2)=CC=1.C1C=CC(P(C2C=CC=CC=2)[C-]2C=CC=C2)=CC=1.Cl[Pd]Cl.[Fe+2]. The product is [CH2:17]([C:16]1[CH:15]=[C:5]([O:6][CH2:7][O:8][CH2:9][CH2:10][Si:11]([CH3:14])([CH3:13])[CH3:12])[C:4]([F:19])=[CH:3][C:2]=1[B:20]1[O:24][C:23]([CH3:26])([CH3:25])[C:22]([CH3:28])([CH3:27])[O:21]1)[CH3:18].